Dataset: Reaction yield outcomes from USPTO patents with 853,638 reactions. Task: Predict the reaction yield, written as a fraction of the theoretical maximum amount of product (1.0 means a 100% yield; for example, 0.34 means a 34% yield). (1) The reactants are [C:1]([C:8]([NH2:15])([OH:14])[CH2:9][CH2:10][CH2:11][CH2:12][OH:13])([O:3][C:4]([CH3:7])([CH3:6])[CH3:5])=[O:2].[OH:16][C:17]([CH:19]([C:21]1[CH:34]=[CH:33][CH:32]=[C:23]([C:24]([C:26]2[CH:31]=[CH:30][CH:29]=[CH:28][CH:27]=2)=[O:25])[CH:22]=1)[CH3:20])=[O:18].CCN=C=NCCCN(C)C.Cl. The catalyst is ClCCl.CN(C1C=CN=CC=1)C.C(OCC)(=O)C. The product is [C:1]([C:8]([NH2:15])([OH:14])[CH2:9][CH2:10][CH2:11][CH2:12][OH:13])([O:3][C:4]([CH3:6])([CH3:7])[CH3:5])=[O:2].[OH:18][C:17]([CH:19]([C:21]1[CH:34]=[CH:33][CH:32]=[C:23]([C:24]([C:26]2[CH:27]=[CH:28][CH:29]=[CH:30][CH:31]=2)=[O:25])[CH:22]=1)[CH3:20])=[O:16]. The yield is 0.990. (2) The reactants are [F:1][C:2]1[CH:3]=[C:4]([N:8]2[CH:12]=[C:11]([NH:13][C:14](=[O:18])[CH:15]([CH3:17])[CH3:16])[C:10]([CH:19]=[O:20])=[N:9]2)[CH:5]=[N:6][CH:7]=1.[BH4-].[Na+].Cl.C(=O)(O)[O-].[Na+]. The catalyst is CO. The product is [F:1][C:2]1[CH:3]=[C:4]([N:8]2[CH:12]=[C:11]([NH:13][C:14](=[O:18])[CH:15]([CH3:17])[CH3:16])[C:10]([CH2:19][OH:20])=[N:9]2)[CH:5]=[N:6][CH:7]=1.[F:1][C:2]1[CH:3]=[C:4]([N:8]2[CH:12]=[C:11]([NH:13][C:14](=[O:18])[CH:15]([CH3:16])[CH3:17])[CH:10]=[N:9]2)[CH:5]=[N:6][CH:7]=1. The yield is 0.567. (3) The reactants are Br[C:2]1[CH:3]=[C:4]([N+:10]([O-:12])=[O:11])[C:5]([O:8][CH3:9])=[N:6][CH:7]=1.[CH3:13][C:14]1([CH3:30])[C:18]([CH3:20])([CH3:19])[O:17][B:16]([B:16]2[O:17][C:18]([CH3:20])([CH3:19])[C:14]([CH3:30])([CH3:13])[O:15]2)[O:15]1.C([O-])(=O)C.[K+]. The catalyst is O1CCOCC1.C1C=CC(P(C2C=CC=CC=2)[C-]2C=CC=C2)=CC=1.C1C=CC(P(C2C=CC=CC=2)[C-]2C=CC=C2)=CC=1.Cl[Pd]Cl.[Fe+2].C(Cl)Cl. The product is [CH3:9][O:8][C:5]1[C:4]([N+:10]([O-:12])=[O:11])=[CH:3][C:2]([B:16]2[O:17][C:18]([CH3:20])([CH3:19])[C:14]([CH3:30])([CH3:13])[O:15]2)=[CH:7][N:6]=1. The yield is 0.810. (4) The reactants are C[C:2]1([C:11]([OH:13])=O)[CH2:7][CH2:6][CH:5]([C:8]([OH:10])=[O:9])[CH2:4][CH2:3]1.[C:14](Cl)(Cl)=O.N1CCC([C:24]2[CH:29]=[CH:28][C:27]([NH:30][C:31]([C:33]3[N:34]=[C:35]([C:42]4[CH:47]=[CH:46][CH:45]=[CH:44][CH:43]=4)[O:36][C:37]=3[C:38]([F:41])([F:40])[F:39])=[O:32])=[CH:26][CH:25]=2)CC1.C([N:50]([CH2:53][CH3:54])[CH2:51][CH3:52])C. The catalyst is C(Cl)Cl.C1COCC1. The product is [C:42]1([C:35]2[O:36][C:37]([C:38]([F:41])([F:39])[F:40])=[C:33]([C:31]([NH:30][C:27]3[CH:28]=[CH:29][C:24]([CH:53]4[CH2:54][CH2:14][CH2:52][CH2:51][N:50]4[C:11]([CH:2]4[CH2:3][CH2:4][CH:5]([C:8]([OH:10])=[O:9])[CH2:6][CH2:7]4)=[O:13])=[CH:25][CH:26]=3)=[O:32])[N:34]=2)[CH:43]=[CH:44][CH:45]=[CH:46][CH:47]=1. The yield is 0.240. (5) The reactants are [CH2:1]([C:5]1[CH:22]=[CH:21][C:8]([NH:9][C:10]2[C:18]([F:19])=[C:17]([F:20])[CH:16]=[CH:15][C:11]=2[C:12]([OH:14])=O)=[C:7]([F:23])[CH:6]=1)[CH2:2][CH2:3][CH3:4].C1N=CN(C(N2C=NC=C2)=O)C=1.[NH2:36][O:37][CH2:38][CH2:39][OH:40]. No catalyst specified. The product is [CH2:1]([C:5]1[CH:22]=[CH:21][C:8]([NH:9][C:10]2[C:18]([F:19])=[C:17]([F:20])[CH:16]=[CH:15][C:11]=2[C:12]([NH:36][O:37][CH2:38][CH2:39][OH:40])=[O:14])=[C:7]([F:23])[CH:6]=1)[CH2:2][CH2:3][CH3:4]. The yield is 0.680. (6) The reactants are Br[CH:2](Br)[C:3]1[CH:7]=[C:6]([C:8]([O:10]CC)=[O:9])[N:5]([C:13]2[CH:18]=[CH:17][C:16]([O:19][CH3:20])=[CH:15][CH:14]=2)[N:4]=1.[OH-:22].[Li+]. The catalyst is C1COCC1.O. The product is [CH:2]([C:3]1[CH:7]=[C:6]([C:8]([OH:10])=[O:9])[N:5]([C:13]2[CH:18]=[CH:17][C:16]([O:19][CH3:20])=[CH:15][CH:14]=2)[N:4]=1)=[O:22]. The yield is 0.330. (7) The reactants are [CH3:1][O:2][C:3]([CH2:5][C:6]([C:8]1[CH:13]=[CH:12][C:11]([F:14])=[CH:10][CH:9]=1)=[O:7])=[O:4].CO[CH:17](OC)[N:18](C)C. No catalyst specified. The product is [F:14][C:11]1[CH:10]=[CH:9][C:8]([C:6]2[O:7][N:18]=[CH:17][C:5]=2[C:3]([O:2][CH3:1])=[O:4])=[CH:13][CH:12]=1. The yield is 0.910. (8) The reactants are [BH4-].[Na+].[C:3]1([S:9]([N:12]2[C:20]3[C:15](=[CH:16][C:17]([C:21](=O)[CH3:22])=[CH:18][CH:19]=3)[CH2:14][CH2:13]2)(=[O:11])=[O:10])[CH:8]=[CH:7][CH:6]=[CH:5][CH:4]=1.[OH-].[Na+]. The catalyst is C(O)(C(F)(F)F)=O.O. The product is [C:3]1([S:9]([N:12]2[C:20]3[C:15](=[CH:16][C:17]([CH2:21][CH3:22])=[CH:18][CH:19]=3)[CH2:14][CH2:13]2)(=[O:11])=[O:10])[CH:4]=[CH:5][CH:6]=[CH:7][CH:8]=1. The yield is 0.430. (9) The reactants are [O:1]=[C:2]1[CH2:10][C:9]2[C:4](=[CH:5][CH:6]=[C:7]([C:11]([OH:13])=O)[CH:8]=2)[NH:3]1.[C:14](N1C=CN=C1)([N:16]1C=CN=[CH:17]1)=O.CNC. The catalyst is CN(C)C=O. The product is [CH3:14][N:16]([CH3:17])[C:11]([C:7]1[CH:8]=[C:9]2[C:4](=[CH:5][CH:6]=1)[NH:3][C:2](=[O:1])[CH2:10]2)=[O:13]. The yield is 0.440. (10) The reactants are BrN1C(=O)CCC1=O.[F:9][C:10]1[CH:18]=[CH:17][C:13]([CH:14]=[N:15][OH:16])=[CH:12][CH:11]=1.C(N(CC)CC)C.[C:26]([C:28]1[CH:29]=[CH:30][C:31]2[CH2:38][CH:37]3[C:39]4([CH2:43][N:42]([CH2:44][C:45]([F:48])([F:47])[F:46])[S:41](=[O:50])(=[O:49])[NH:40]4)[CH:34]([CH2:35][CH2:36]3)[CH2:33][C:32]=2[CH:51]=1)#[CH:27]. The catalyst is CN(C)C=O.C(=O)(O)[O-].[Na+]. The product is [F:9][C:10]1[CH:18]=[CH:17][C:13]([C:14]2[CH:27]=[C:26]([C:28]3[CH:29]=[CH:30][C:31]4[CH2:38][CH:37]5[C:39]6([CH2:43][N:42]([CH2:44][C:45]([F:46])([F:47])[F:48])[S:41](=[O:50])(=[O:49])[NH:40]6)[CH:34]([CH2:35][CH2:36]5)[CH2:33][C:32]=4[CH:51]=3)[O:16][N:15]=2)=[CH:12][CH:11]=1. The yield is 0.900.